The task is: Predict the reaction yield, written as a fraction of the theoretical maximum amount of product (1.0 means a 100% yield; for example, 0.34 means a 34% yield).. This data is from Reaction yield outcomes from USPTO patents with 853,638 reactions. (1) The reactants are Cl.C[O:3][C:4](=[O:38])[C:5]1[CH:10]=[CH:9][C:8]([O:11][C:12]2[CH:17]=[CH:16][C:15]([CH2:18][C@H:19]([NH2:37])[C:20]3[N:21]([CH2:33][CH2:34][CH2:35][CH3:36])[CH:22]=[C:23]([C:25]4[CH:30]=[CH:29][C:28]([Cl:31])=[CH:27][C:26]=4[Cl:32])[N:24]=3)=[CH:14][CH:13]=2)=[CH:7][CH:6]=1.[C:39](O)(=[O:42])[CH2:40][CH3:41]. No catalyst specified. The product is [CH2:33]([N:21]1[CH:22]=[C:23]([C:25]2[CH:30]=[CH:29][C:28]([Cl:31])=[CH:27][C:26]=2[Cl:32])[N:24]=[C:20]1[C@@H:19]([NH:37][C:39](=[O:42])[CH2:40][CH3:41])[CH2:18][C:15]1[CH:14]=[CH:13][C:12]([O:11][C:8]2[CH:9]=[CH:10][C:5]([C:4]([OH:3])=[O:38])=[CH:6][CH:7]=2)=[CH:17][CH:16]=1)[CH2:34][CH2:35][CH3:36]. The yield is 0.840. (2) The product is [CH3:34][C:33]1[CH:32]=[C:31]([CH3:35])[NH:30][C:29](=[O:36])[C:28]=1[CH2:27][NH:26][C:25]([C:4]1[C:5]([CH3:24])=[C:6]([N:8]([CH2:22][CH3:23])[CH:9]2[CH2:10][CH2:11][N:12]([C:15]([O:17][C:18]([CH3:20])([CH3:21])[CH3:19])=[O:16])[CH2:13][CH2:14]2)[CH:7]=[C:2]([C:7]2[CH:6]=[CH:5][C:4]([CH2:25][N:26]3[CH2:52][CH2:51][O:50][CH2:49][CH2:48]3)=[CH:3][CH:2]=2)[CH:3]=1)=[O:37]. The yield is 0.687. The catalyst is O.C1C=CC([P]([Pd]([P](C2C=CC=CC=2)(C2C=CC=CC=2)C2C=CC=CC=2)([P](C2C=CC=CC=2)(C2C=CC=CC=2)C2C=CC=CC=2)[P](C2C=CC=CC=2)(C2C=CC=CC=2)C2C=CC=CC=2)(C2C=CC=CC=2)C2C=CC=CC=2)=CC=1. The reactants are Br[C:2]1[CH:3]=[C:4]([C:25](=[O:37])[NH:26][CH2:27][C:28]2[C:29](=[O:36])[NH:30][C:31]([CH3:35])=[CH:32][C:33]=2[CH3:34])[C:5]([CH3:24])=[C:6]([N:8]([CH2:22][CH3:23])[CH:9]2[CH2:14][CH2:13][N:12]([C:15]([O:17][C:18]([CH3:21])([CH3:20])[CH3:19])=[O:16])[CH2:11][CH2:10]2)[CH:7]=1.B(O)O.C([O-])([O-])=O.[Na+].[Na+].O1[CH2:52][CH2:51][O:50][CH2:49][CH2:48]1.O.